Dataset: Forward reaction prediction with 1.9M reactions from USPTO patents (1976-2016). Task: Predict the product of the given reaction. (1) Given the reactants [NH2:1][C:2]1[CH:11]=[C:10]([Br:12])[CH:9]=[CH:8][C:3]=1[C:4]([O:6][CH3:7])=[O:5].Cl[CH2:14][CH2:15][CH2:16][S:17](Cl)(=[O:19])=[O:18], predict the reaction product. The product is: [Br:12][C:10]1[CH:9]=[CH:8][C:3]([C:4]([O:6][CH3:7])=[O:5])=[C:2]([N:1]2[CH2:14][CH2:15][CH2:16][S:17]2(=[O:19])=[O:18])[CH:11]=1. (2) Given the reactants [CH2:1]([O:8][C:9]1[CH:10]=[C:11]2[C:15](=[CH:16][CH:17]=1)[NH:14][C:13]([C:18]1[CH:23]=[CH:22][C:21]([O:24][CH2:25][C:26]3[CH:31]=[CH:30][CH:29]=[CH:28][CH:27]=3)=[CH:20][CH:19]=1)=[C:12]2[CH3:32])[C:2]1[CH:7]=[CH:6][CH:5]=[CH:4][CH:3]=1.[H-].[Na+].[Cl:35][CH2:36][CH2:37][CH2:38][O:39][C:40]1[CH:47]=[CH:46][C:43]([CH2:44]Br)=[CH:42][CH:41]=1.O, predict the reaction product. The product is: [CH2:1]([O:8][C:9]1[CH:10]=[C:11]2[C:15](=[CH:16][CH:17]=1)[N:14]([CH2:44][C:43]1[CH:42]=[CH:41][C:40]([O:39][CH2:38][CH2:37][CH2:36][Cl:35])=[CH:47][CH:46]=1)[C:13]([C:18]1[CH:23]=[CH:22][C:21]([O:24][CH2:25][C:26]3[CH:31]=[CH:30][CH:29]=[CH:28][CH:27]=3)=[CH:20][CH:19]=1)=[C:12]2[CH3:32])[C:2]1[CH:3]=[CH:4][CH:5]=[CH:6][CH:7]=1. (3) Given the reactants Br[CH2:2][C:3]([C:5]1[C:6]([CH2:13][O:14][CH:15]2[CH2:18][CH2:17][CH2:16]2)=[N:7][N:8](COC)[CH:9]=1)=O.[CH3:19][C:20]1[CH:25]=[CH:24][N:23]=[C:22]([NH:26][C:27]([NH2:29])=[S:28])[N:21]=1, predict the reaction product. The product is: [CH:15]1([O:14][CH2:13][C:6]2[NH:7][N:8]=[CH:9][C:5]=2[C:3]2[N:29]=[C:27]([NH:26][C:22]3[N:21]=[C:20]([CH3:19])[CH:25]=[CH:24][N:23]=3)[S:28][CH:2]=2)[CH2:18][CH2:17][CH2:16]1. (4) Given the reactants [F:1][C:2]1[CH:7]=[C:6]([S:8]([CH3:11])(=[O:10])=[O:9])[CH:5]=[CH:4][C:3]=1[C:12]1[NH:16][C:15]2[CH:17]=[CH:18][C:19](B3OC(C)(C)C(C)(C)O3)=[CH:20][C:14]=2[N:13]=1.FC(F)(F)S(O[C:36]1[CH2:41][CH2:40][N:39]([C:42]([O:44][C:45]([CH3:48])([CH3:47])[CH3:46])=[O:43])[CH2:38][CH:37]=1)(=O)=O.C(=O)([O-])[O-].[Na+].[Na+].C(Cl)Cl, predict the reaction product. The product is: [F:1][C:2]1[CH:7]=[C:6]([S:8]([CH3:11])(=[O:9])=[O:10])[CH:5]=[CH:4][C:3]=1[C:12]1[NH:16][C:15]2[CH:17]=[CH:18][C:19]([C:36]3[CH2:41][CH2:40][N:39]([C:42]([O:44][C:45]([CH3:48])([CH3:47])[CH3:46])=[O:43])[CH2:38][CH:37]=3)=[CH:20][C:14]=2[N:13]=1.